From a dataset of Blood-brain barrier permeability regression values from the B3DB database. Regression/Classification. Given a drug SMILES string, predict its absorption, distribution, metabolism, or excretion properties. Task type varies by dataset: regression for continuous measurements (e.g., permeability, clearance, half-life) or binary classification for categorical outcomes (e.g., BBB penetration, CYP inhibition). For this dataset (b3db_regression), we predict Y. (1) The drug is CCC(C)(C)C. The Y is 1.00 log(BB ratio). (2) The molecule is CNC(=O)C1=C(N=C(N=C1OCC2CCN(CC2)C)C#N)NCC3CCC4(CCC4)CC3. The Y is 0.370 log(BB ratio). (3) The drug is C=CCC1=C(C(=CC=C1)/C=N\NC(=O)CN2CCN(CC2)CC3=CC=CC=C3)O. The Y is -0.170 log(BB ratio). (4) The molecule is C1CN(CCC1CNC2=CC=CC=N2)C(=O)OCC3=CC=CC=C3. The Y is -0.0200 log(BB ratio). (5) The drug is CN1CCCC[C@@H]1CCN2C3=CC=CC=C3SC4=C2C=C(C=C4)SC. The Y is 0.240 log(BB ratio). (6) The drug is C1CCN(C1)CCN2C3=C(C=CC(=C3)NC(=O)CC4=CC=C(C=C4)OCC5=CC=CC=C5)C=N2. The Y is -0.200 log(BB ratio).